Dataset: Catalyst prediction with 721,799 reactions and 888 catalyst types from USPTO. Task: Predict which catalyst facilitates the given reaction. (1) Reactant: [C:1]([NH:4][C:5]1[CH:6]=[CH:7][C:8]([Br:14])=[C:9]([CH:13]=1)[C:10]([OH:12])=[O:11])(=[O:3])[CH3:2].ON1[C:20]2C=CC=C[C:19]=2N=N1.CN(C1C=CC=CN=1)C.Cl.CN(C)CCCC(N=C=N)C. Product: [C:1]([NH:4][C:5]1[CH:6]=[CH:7][C:8]([Br:14])=[C:9]([CH:13]=1)[C:10]([O:12][CH2:19][CH3:20])=[O:11])(=[O:3])[CH3:2]. The catalyst class is: 429. (2) Product: [Cl:1][C:2]1[CH:11]=[C:10]([CH:12]=[CH2:13])[C:9]([O:14][CH3:15])=[CH:8][C:3]=1[C:4]([OH:6])=[O:5]. The catalyst class is: 6. Reactant: [Cl:1][C:2]1[CH:11]=[C:10]([CH:12]=[CH2:13])[C:9]([O:14][CH3:15])=[CH:8][C:3]=1[C:4]([O:6]C)=[O:5].CO.[OH-].[Na+].